This data is from Catalyst prediction with 721,799 reactions and 888 catalyst types from USPTO. The task is: Predict which catalyst facilitates the given reaction. (1) Reactant: [CH3:1][S:2]([NH:5][C@@H:6]1[C:14]2[C:9](=[CH:10][CH:11]=[CH:12][CH:13]=2)[CH2:8][C@@H:7]1OS(C)(=O)=O)(=[O:4])=[O:3].[N-:20]=[N+]=[N-].[Na+]. Product: [NH2:20][C@@H:7]1[CH2:8][C:9]2[C:14](=[CH:13][CH:12]=[CH:11][CH:10]=2)[C@H:6]1[NH:5][S:2]([CH3:1])(=[O:4])=[O:3]. The catalyst class is: 474. (2) Reactant: [Cl:1][C:2]1[CH:3]=[C:4]([CH3:36])[C:5]2[N:6]([C:8]([C:18]3[CH:23]=[CH:22][N:21]=[C:20]4[N:24](S(C5C=CC=CC=5)(=O)=O)[CH:25]=[CH:26][C:19]=34)=[C:9]([C:11]3[CH:16]=[CH:15][C:14]([F:17])=[CH:13][CH:12]=3)[N:10]=2)[N:7]=1.CO.O1CCCC1.[OH-].[Na+]. Product: [Cl:1][C:2]1[CH:3]=[C:4]([CH3:36])[C:5]2[N:6]([C:8]([C:18]3[CH:23]=[CH:22][N:21]=[C:20]4[NH:24][CH:25]=[CH:26][C:19]=34)=[C:9]([C:11]3[CH:12]=[CH:13][C:14]([F:17])=[CH:15][CH:16]=3)[N:10]=2)[N:7]=1. The catalyst class is: 6. (3) Reactant: [Cl:1][C:2]1[S:6][C:5]([C:7]([NH:9][CH2:10][C@@H:11]2[O:15][C:14](=[O:16])[N:13]([C:17]3[CH:22]=[CH:21][CH:20]=[CH:19][C:18]=3[N:23]3[CH2:28][CH2:27][NH:26][CH:25]=[N:24]3)[CH2:12]2)=[O:8])=[CH:4][CH:3]=1.[CH3:29][S:30]([OH:33])(=[O:32])=[O:31]. Product: [CH3:29][S:30]([OH:33])(=[O:32])=[O:31].[Cl:1][C:2]1[S:6][C:5]([C:7]([NH:9][CH2:10][C@@H:11]2[O:15][C:14](=[O:16])[N:13]([C:17]3[CH:22]=[CH:21][CH:20]=[CH:19][C:18]=3[N:23]3[CH2:28][CH2:27][NH:26][CH:25]=[N:24]3)[CH2:12]2)=[O:8])=[CH:4][CH:3]=1. The catalyst class is: 100. (4) Reactant: [C:1]1([CH3:23])[CH:6]=[C:5]([CH3:7])[CH:4]=[C:3]([CH3:8])[C:2]=1[C:9]1[N:14]=[C:13]([CH2:15][N:16]([CH2:20][CH2:21][CH3:22])[CH2:17][CH2:18][CH3:19])[CH:12]=[CH:11][CH:10]=1.C([Li])CCC.[CH3:29][CH2:30][O:31][CH:32]=[C:33]([C:39]([O:41][CH2:42][CH3:43])=[O:40])[C:34]([O:36][CH2:37][CH3:38])=[O:35]. Product: [CH2:17]([N:16]([CH2:20][CH2:21][CH3:22])[CH:15]([C:13]1[CH:12]=[CH:11][CH:10]=[C:9]([C:2]2[C:3]([CH3:8])=[CH:4][C:5]([CH3:7])=[CH:6][C:1]=2[CH3:23])[N:14]=1)[CH:32]([CH:33]([C:34]([O:36][CH2:37][CH3:38])=[O:35])[C:39]([O:41][CH2:42][CH3:43])=[O:40])[O:31][CH2:30][CH3:29])[CH2:18][CH3:19]. The catalyst class is: 7. (5) Reactant: [NH2:1][C:2]1[CH:10]=[C:9]([O:11][CH3:12])[CH:8]=[C:7]([O:13][CH3:14])[C:3]=1[C:4]([NH2:6])=[O:5].[O:15]=[C:16]1[NH:20][CH2:19][C:18](=[O:21])[N:17]1[CH2:22][C:23]1[CH:30]=[CH:29][C:26]([CH:27]=O)=[CH:25][CH:24]=1.S([O-])(O)=O.[Na+].O.C1(C)C=CC(S(O)(=O)=O)=CC=1. Product: [CH3:14][O:13][C:7]1[CH:8]=[C:9]([O:11][CH3:12])[CH:10]=[C:2]2[C:3]=1[C:4](=[O:5])[NH:6][C:27]([C:26]1[CH:25]=[CH:24][C:23]([CH2:22][N:17]3[C:18](=[O:21])[CH2:19][NH:20][C:16]3=[O:15])=[CH:30][CH:29]=1)=[N:1]2. The catalyst class is: 80. (6) Reactant: O.O.O.O.O.O.O.O.[OH-].[Ba+2].[OH-].[CH3:12][C:13]1[N:14]=[C:15]2[C:20]([O:21][CH2:22][CH2:23][CH:24]([C:29]([F:32])([F:31])[F:30])[C:25]([F:28])([F:27])[F:26])=[CH:19][C:18]([CH3:33])=[CH:17][N:16]2[C:34]=1[C:35]([O:37]CC)=[O:36].Cl. Product: [CH3:12][C:13]1[N:14]=[C:15]2[C:20]([O:21][CH2:22][CH2:23][CH:24]([C:25]([F:28])([F:26])[F:27])[C:29]([F:30])([F:31])[F:32])=[CH:19][C:18]([CH3:33])=[CH:17][N:16]2[C:34]=1[C:35]([OH:37])=[O:36]. The catalyst class is: 24. (7) Reactant: [C:1]([CH:4]([CH3:26])[CH2:5][CH2:6][N:7]1[C:11]2[CH:12]=[CH:13][CH:14]=[C:15]([CH3:16])[C:10]=2[N:9]=[C:8]1[CH2:17][O:18][C:19]1[CH:24]=[CH:23][C:22]([Cl:25])=[CH:21][CH:20]=1)(O)=[O:2].[CH2:27]1[C:36]2[C:31](=[CH:32][CH:33]=[CH:34][CH:35]=2)[CH2:30][CH2:29][NH:28]1.ON1C2C=CC=CC=2N=N1.C1(N=C=NC2CCCCC2)CCCCC1. Product: [CH:27]1([C:1]([CH:4]([CH3:26])[CH2:5][CH2:6][N:7]2[C:11]3[CH:12]=[CH:13][CH:14]=[C:15]([CH3:16])[C:10]=3[N:9]=[C:8]2[CH2:17][O:18][C:19]2[CH:24]=[CH:23][C:22]([Cl:25])=[CH:21][CH:20]=2)=[O:2])[C:36]2[C:31](=[CH:32][CH:33]=[CH:34][CH:35]=2)[CH2:30][CH2:29][NH:28]1. The catalyst class is: 9.